From a dataset of Catalyst prediction with 721,799 reactions and 888 catalyst types from USPTO. Predict which catalyst facilitates the given reaction. (1) Reactant: [C:1]([O:5][C:6]([N:8]1[CH2:13][CH2:12][NH:11][C:10](=[O:14])[CH2:9]1)=[O:7])([CH3:4])([CH3:3])[CH3:2].[H-].[Na+].[N+:17]([C:20]1[CH:27]=[CH:26][C:23]([CH2:24]Br)=[CH:22][CH:21]=1)([O-:19])=[O:18]. Product: [C:1]([O:5][C:6]([N:8]1[CH2:13][CH2:12][N:11]([CH2:24][C:23]2[CH:26]=[CH:27][C:20]([N+:17]([O-:19])=[O:18])=[CH:21][CH:22]=2)[C:10](=[O:14])[CH2:9]1)=[O:7])([CH3:4])([CH3:2])[CH3:3]. The catalyst class is: 827. (2) Reactant: Br[C:2]1[S:3][C:4]([CH3:13])=[C:5]([C:7]2[CH:12]=[CH:11][CH:10]=[CH:9][CH:8]=2)[N:6]=1.[N:14]1([C:20]([O:22][C:23]([CH3:26])([CH3:25])[CH3:24])=[O:21])[CH2:19][CH2:18][NH:17][CH2:16][CH2:15]1.C(=O)([O-])[O-].[K+].[K+].O. Product: [CH3:13][C:4]1[S:3][C:2]([N:17]2[CH2:16][CH2:15][N:14]([C:20]([O:22][C:23]([CH3:26])([CH3:25])[CH3:24])=[O:21])[CH2:19][CH2:18]2)=[N:6][C:5]=1[C:7]1[CH:12]=[CH:11][CH:10]=[CH:9][CH:8]=1. The catalyst class is: 9. (3) Reactant: C([O-])([O-])=O.[K+].[K+].C([Si]([C:14]#[C:15][C:16]1[CH:21]=[CH:20][CH:19]=[C:18]([C:22]([F:25])([F:24])[F:23])[C:17]=1[CH2:26][C:27]([O:29][CH3:30])=[O:28])(CC)CC)C. Product: [C:15]([C:16]1[CH:21]=[CH:20][CH:19]=[C:18]([C:22]([F:23])([F:25])[F:24])[C:17]=1[CH2:26][C:27]([O:29][CH3:30])=[O:28])#[CH:14]. The catalyst class is: 24. (4) Reactant: [F:1][C:2]([F:23])([F:22])[C:3]1[CH:21]=[CH:20][C:6]([O:7][CH:8]2[CH2:12][CH2:11][N:10](C(OC(C)(C)C)=O)[CH2:9]2)=[CH:5][CH:4]=1.FC(F)(F)C(O)=O.ClCCl. Product: [F:23][C:2]([F:1])([F:22])[C:3]1[CH:21]=[CH:20][C:6]([O:7][CH:8]2[CH2:12][CH2:11][NH:10][CH2:9]2)=[CH:5][CH:4]=1. The catalyst class is: 4. (5) Reactant: [C:1]([N:5]1[CH:9]=[C:8]([CH2:10][C:11]2[O:12][CH:13]=[CH:14][CH:15]=2)/[C:7](=[N:16]/C(=O)OCC)/[S:6]1)([CH3:4])([CH3:3])[CH3:2].[Si](I)(C)(C)C. Product: [C:1]([N:5]1[CH:9]=[C:8]([CH2:10][C:11]2[O:12][CH:13]=[CH:14][CH:15]=2)[C:7](=[NH:16])[S:6]1)([CH3:4])([CH3:2])[CH3:3]. The catalyst class is: 373. (6) Reactant: [CH2:1]([O:3][C:4]([C:6]1[C:10]([C:11]2[CH:16]=[CH:15][C:14]([CH2:17][CH3:18])=[CH:13][CH:12]=2)=[CH:9][S:8][C:7]=1[NH2:19])=[O:5])[CH3:2].[C:20]1(=O)[O:25][C:23](=[O:24])[C:22]2=[CH:26][CH:27]=[CH:28][CH:29]=[C:21]12. Product: [CH2:1]([O:3][C:4]([C:6]1[C:10]([C:11]2[CH:16]=[CH:15][C:14]([CH2:17][CH3:18])=[CH:13][CH:12]=2)=[CH:9][S:8][C:7]=1[N:19]1[C:23](=[O:24])[C:22]2[C:21](=[CH:29][CH:28]=[CH:27][CH:26]=2)[C:20]1=[O:25])=[O:5])[CH3:2]. The catalyst class is: 15. (7) Product: [Br:1][C:2]1[N:7]=[C:6]([NH:8][C:16](=[O:21])[C:17]([CH3:20])([CH3:19])[CH3:18])[CH:5]=[CH:4][CH:3]=1. Reactant: [Br:1][C:2]1[N:7]=[C:6]([NH2:8])[CH:5]=[CH:4][CH:3]=1.C(N(CC)CC)C.[C:16](Cl)(=[O:21])[C:17]([CH3:20])([CH3:19])[CH3:18]. The catalyst class is: 4. (8) Reactant: [Br:1][C:2]1[C:3]([O:11][C@@H:12]([CH3:22])[CH2:13][NH:14][C:15]([O:17][C:18]([CH3:21])([CH3:20])[CH3:19])=[O:16])=[C:4]([C:7](OC)=[O:8])[S:5][CH:6]=1.[OH-].[Na+].Cl. Product: [Br:1][C:2]1[C:3]([O:11][C@@H:12]([CH3:22])[CH2:13][NH:14][C:15](=[O:16])[O:17][C:18]([CH3:20])([CH3:19])[CH3:21])=[C:4]([CH2:7][OH:8])[S:5][CH:6]=1. The catalyst class is: 36.